Dataset: Catalyst prediction with 721,799 reactions and 888 catalyst types from USPTO. Task: Predict which catalyst facilitates the given reaction. Reactant: C([O:3][C:4](=[O:27])[C:5]([C:8]1[CH:13]=[CH:12][CH:11]=[C:10]([C:14]#[C:15][C:16]2[CH:21]=[CH:20][C:19]([CH2:22][C:23]([O:25][CH3:26])=[O:24])=[CH:18][CH:17]=2)[CH:9]=1)([CH3:7])[CH3:6])C.[OH-].[Li+]. Product: [CH3:26][O:25][C:23]([CH2:22][C:19]1[CH:18]=[CH:17][C:16]([C:15]#[C:14][C:10]2[CH:9]=[C:8]([C:5]([CH3:7])([CH3:6])[C:4]([OH:27])=[O:3])[CH:13]=[CH:12][CH:11]=2)=[CH:21][CH:20]=1)=[O:24]. The catalyst class is: 199.